From a dataset of NCI-60 drug combinations with 297,098 pairs across 59 cell lines. Regression. Given two drug SMILES strings and cell line genomic features, predict the synergy score measuring deviation from expected non-interaction effect. (1) Drug 1: CC1=C2C(C(=O)C3(C(CC4C(C3C(C(C2(C)C)(CC1OC(=O)C(C(C5=CC=CC=C5)NC(=O)OC(C)(C)C)O)O)OC(=O)C6=CC=CC=C6)(CO4)OC(=O)C)OC)C)OC. Drug 2: C1=CC(=CC=C1C#N)C(C2=CC=C(C=C2)C#N)N3C=NC=N3. Cell line: SK-MEL-28. Synergy scores: CSS=31.7, Synergy_ZIP=2.02, Synergy_Bliss=1.64, Synergy_Loewe=-15.7, Synergy_HSA=0.0860. (2) Drug 2: CCC1(CC2CC(C3=C(CCN(C2)C1)C4=CC=CC=C4N3)(C5=C(C=C6C(=C5)C78CCN9C7C(C=CC9)(C(C(C8N6C=O)(C(=O)OC)O)OC(=O)C)CC)OC)C(=O)OC)O.OS(=O)(=O)O. Synergy scores: CSS=16.2, Synergy_ZIP=15.4, Synergy_Bliss=12.3, Synergy_Loewe=-5.56, Synergy_HSA=9.16. Cell line: NCI-H460. Drug 1: CC12CCC(CC1=CCC3C2CCC4(C3CC=C4C5=CN=CC=C5)C)O.